From a dataset of NCI-60 drug combinations with 297,098 pairs across 59 cell lines. Regression. Given two drug SMILES strings and cell line genomic features, predict the synergy score measuring deviation from expected non-interaction effect. (1) Drug 1: C1=NNC2=C1C(=O)NC=N2. Drug 2: C1CC(=O)NC(=O)C1N2C(=O)C3=CC=CC=C3C2=O. Cell line: RPMI-8226. Synergy scores: CSS=5.34, Synergy_ZIP=-0.145, Synergy_Bliss=-5.86, Synergy_Loewe=-3.00, Synergy_HSA=-2.82. (2) Cell line: UACC-257. Drug 2: CC1=C(C(CCC1)(C)C)C=CC(=CC=CC(=CC(=O)O)C)C. Drug 1: C1CCN(CC1)CCOC2=CC=C(C=C2)C(=O)C3=C(SC4=C3C=CC(=C4)O)C5=CC=C(C=C5)O. Synergy scores: CSS=0.946, Synergy_ZIP=1.43, Synergy_Bliss=2.16, Synergy_Loewe=-3.15, Synergy_HSA=-2.27. (3) Drug 1: C1CC(C1)(C(=O)O)C(=O)O.[NH2-].[NH2-].[Pt+2]. Drug 2: C(CC(=O)O)C(=O)CN.Cl. Cell line: NCIH23. Synergy scores: CSS=7.19, Synergy_ZIP=0.0916, Synergy_Bliss=0.802, Synergy_Loewe=-3.15, Synergy_HSA=-3.19. (4) Cell line: HOP-92. Synergy scores: CSS=6.83, Synergy_ZIP=-5.01, Synergy_Bliss=-5.47, Synergy_Loewe=-8.11, Synergy_HSA=-6.37. Drug 2: C1C(C(OC1N2C=NC3=C2NC=NCC3O)CO)O. Drug 1: CC1=C(C=C(C=C1)NC(=O)C2=CC=C(C=C2)CN3CCN(CC3)C)NC4=NC=CC(=N4)C5=CN=CC=C5. (5) Drug 1: CS(=O)(=O)OCCCCOS(=O)(=O)C. Drug 2: COC1=C2C(=CC3=C1OC=C3)C=CC(=O)O2. Cell line: HOP-92. Synergy scores: CSS=15.4, Synergy_ZIP=0.123, Synergy_Bliss=1.66, Synergy_Loewe=4.21, Synergy_HSA=1.55. (6) Drug 1: CC1=C(C=C(C=C1)NC2=NC=CC(=N2)N(C)C3=CC4=NN(C(=C4C=C3)C)C)S(=O)(=O)N.Cl. Drug 2: C1CC(=O)NC(=O)C1N2CC3=C(C2=O)C=CC=C3N. Cell line: SF-539. Synergy scores: CSS=10.6, Synergy_ZIP=-3.51, Synergy_Bliss=0.602, Synergy_Loewe=3.30, Synergy_HSA=3.74. (7) Cell line: T-47D. Drug 1: COC1=C(C=C2C(=C1)N=CN=C2NC3=CC(=C(C=C3)F)Cl)OCCCN4CCOCC4. Synergy scores: CSS=39.4, Synergy_ZIP=5.00, Synergy_Bliss=5.97, Synergy_Loewe=5.19, Synergy_HSA=7.79. Drug 2: CC1C(C(CC(O1)OC2CC(CC3=C2C(=C4C(=C3O)C(=O)C5=CC=CC=C5C4=O)O)(C(=O)C)O)N)O. (8) Drug 1: COC1=C(C=C2C(=C1)N=CN=C2NC3=CC(=C(C=C3)F)Cl)OCCCN4CCOCC4. Drug 2: CC1=CC=C(C=C1)C2=CC(=NN2C3=CC=C(C=C3)S(=O)(=O)N)C(F)(F)F. Cell line: SF-268. Synergy scores: CSS=13.2, Synergy_ZIP=-0.772, Synergy_Bliss=3.64, Synergy_Loewe=-0.824, Synergy_HSA=4.14. (9) Drug 1: CN(C)N=NC1=C(NC=N1)C(=O)N. Drug 2: CCC1=C2CN3C(=CC4=C(C3=O)COC(=O)C4(CC)O)C2=NC5=C1C=C(C=C5)O. Cell line: NCI-H226. Synergy scores: CSS=21.5, Synergy_ZIP=-9.41, Synergy_Bliss=-1.11, Synergy_Loewe=-30.3, Synergy_HSA=-2.73.